Dataset: Forward reaction prediction with 1.9M reactions from USPTO patents (1976-2016). Task: Predict the product of the given reaction. (1) Given the reactants [N:1]([CH2:4][C@@H:5]1[O:10][C:9]2[C:11]([C:15]3[CH:19]=[CH:18][S:17][CH:16]=3)=[CH:12][CH:13]=[CH:14][C:8]=2[O:7][CH2:6]1)=[N+]=[N-].[C:20]1(P(C2C=CC=CC=2)C2C=CC=CC=2)C=CC=CC=1, predict the reaction product. The product is: [CH3:20][C@@:5]1([CH2:4][NH2:1])[O:10][C:9]2[C:11]([C:15]3[CH:19]=[CH:18][S:17][CH:16]=3)=[CH:12][CH:13]=[CH:14][C:8]=2[O:7][CH2:6]1. (2) Given the reactants Cl[C:2]1[C:7]2[N:8]=[C:9]([CH3:11])[S:10][C:6]=2[C:5](I)=[CH:4][N:3]=1.[F:13][C:14]1[CH:15]=[N:16][CH:17]=[C:18](B(O)O)[CH:19]=1.[NH2:23][C:24]1[CH:29]=[CH:28][N:27]=[C:26]([CH3:30])[N:25]=1, predict the reaction product. The product is: [F:13][C:14]1[CH:19]=[C:18]([C:5]2[C:6]3[S:10][C:9]([CH3:11])=[N:8][C:7]=3[C:2]([NH:23][C:24]3[CH:29]=[CH:28][N:27]=[C:26]([CH3:30])[N:25]=3)=[N:3][CH:4]=2)[CH:17]=[N:16][CH:15]=1. (3) The product is: [Cl:21][C:19]1[CH:18]=[C:17]([S:22]([N:25]([CH2:45][C:46]([O:48][C:49]([CH3:52])([CH3:51])[CH3:50])=[O:47])[C:26]2[CH:35]=[CH:34][C:33]3[C:28](=[CH:29][CH:30]=[C:31]([C:2]4[CH:7]=[CH:6][N:5]=[C:4]([N:8]5[CH2:13][CH2:12][O:11][CH2:10][CH2:9]5)[N:3]=4)[CH:32]=3)[CH:27]=2)(=[O:23])=[O:24])[CH:16]=[C:15]([Cl:14])[CH:20]=1. Given the reactants Cl[C:2]1[CH:7]=[CH:6][N:5]=[C:4]([N:8]2[CH2:13][CH2:12][O:11][CH2:10][CH2:9]2)[N:3]=1.[Cl:14][C:15]1[CH:16]=[C:17]([S:22]([N:25]([CH2:45][C:46]([O:48][C:49]([CH3:52])([CH3:51])[CH3:50])=[O:47])[C:26]2[CH:35]=[CH:34][C:33]3[C:28](=[CH:29][CH:30]=[C:31](B4OC(C)(C)C(C)(C)O4)[CH:32]=3)[CH:27]=2)(=[O:24])=[O:23])[CH:18]=[C:19]([Cl:21])[CH:20]=1, predict the reaction product. (4) The product is: [CH2:9]([C:13]1[N:14]([Si:19]([CH3:25])([CH3:20])[CH3:18])[CH:15]=[C:16]([CH2:29][O:30][CH2:5][CH3:6])[N:17]=1)[CH2:10][CH2:11][CH3:12]. Given the reactants CCCC[CH2:5][CH3:6].[H-].[Na+].[CH2:9]([C:13]1[NH:14][CH:15]=[CH:16][N:17]=1)[CH2:10][CH2:11][CH3:12].[CH3:18][Si:19](C)([CH3:25])[CH2:20]COCCl.CN(C)[CH:29]=[O:30], predict the reaction product. (5) Given the reactants [CH3:1][NH:2][CH3:3].Cl.[CH2:5]([O:7][CH:8]([O:10][CH:11]([CH:20]1[CH2:25][CH2:24][C:23](=O)[CH2:22][CH2:21]1)[CH2:12][O:13][C:14]1[CH:19]=[CH:18][CH:17]=[CH:16][CH:15]=1)[CH3:9])[CH3:6].[C-:27]#[N:28].[K+], predict the reaction product. The product is: [CH3:1][N:2]([CH3:3])[C:23]1([C:27]#[N:28])[CH2:24][CH2:25][CH:20]([CH:11]([O:10][CH:8]([O:7][CH2:5][CH3:6])[CH3:9])[CH2:12][O:13][C:14]2[CH:19]=[CH:18][CH:17]=[CH:16][CH:15]=2)[CH2:21][CH2:22]1.